Task: Predict which catalyst facilitates the given reaction.. Dataset: Catalyst prediction with 721,799 reactions and 888 catalyst types from USPTO (1) Reactant: [CH:1]1([N:4]([CH:12]([C:14]2[CH:23]=[C:22]([OH:24])[C:21]3[C:16](=[CH:17][CH:18]=[CH:19][CH:20]=3)[CH:15]=2)[CH3:13])[C:5](=[O:11])[O:6][C:7]([CH3:10])([CH3:9])[CH3:8])[CH2:3][CH2:2]1.[C:25](=O)([O-])[O-].[K+].[K+].CN(C)C=O.CI. Product: [CH:1]1([N:4]([CH:12]([C:14]2[CH:23]=[C:22]([O:24][CH3:25])[C:21]3[C:16](=[CH:17][CH:18]=[CH:19][CH:20]=3)[CH:15]=2)[CH3:13])[C:5](=[O:11])[O:6][C:7]([CH3:9])([CH3:10])[CH3:8])[CH2:2][CH2:3]1. The catalyst class is: 6. (2) Reactant: [NH2:1][N:2]1[C:7](=[O:8])[C:6]([C:9]2[NH:14][C:13]3[CH:15]=[CH:16][CH:17]=[CH:18][C:12]=3[S:11](=[O:20])(=[O:19])[N:10]=2)=[C:5]([OH:21])[C:4]2[S:22][CH:23]=[CH:24][C:3]1=2.[C:25]1(=O)[CH2:31][CH2:30][CH2:29][CH2:28][CH2:27][CH2:26]1. Product: [C:25]1(=[N:1][N:2]2[C:7](=[O:8])[C:6]([C:9]3[NH:14][C:13]4[CH:15]=[CH:16][CH:17]=[CH:18][C:12]=4[S:11](=[O:20])(=[O:19])[N:10]=3)=[C:5]([OH:21])[C:4]3[S:22][CH:23]=[CH:24][C:3]2=3)[CH2:31][CH2:30][CH2:29][CH2:28][CH2:27][CH2:26]1. The catalyst class is: 80.